The task is: Binary Classification. Given a drug SMILES string, predict its activity (active/inactive) in a high-throughput screening assay against a specified biological target.. This data is from HIV replication inhibition screening data with 41,000+ compounds from the AIDS Antiviral Screen. (1) The drug is CCN(CC)CCN(C)c1ccc(C=Cc2ccnc3ccccc23)cc1.O=C(O)C=CC(=O)O. The result is 0 (inactive). (2) The compound is Cc1nc2[nH]nnn2c(=O)c1CCO. The result is 0 (inactive). (3) The molecule is Cc1cn(C2CC(O)C(CO)C2C)c(=O)[nH]c1=O. The result is 0 (inactive). (4) The drug is C=C(COC(=O)C(C)C)C1Oc2ccc(C(C)=O)cc2C1OC(=O)C(C)C. The result is 0 (inactive). (5) The drug is O=C1C=CC(=O)c2c1ccc1c3ccccc3n(-c3ccccc3)c21. The result is 0 (inactive).